Dataset: Forward reaction prediction with 1.9M reactions from USPTO patents (1976-2016). Task: Predict the product of the given reaction. (1) Given the reactants Cl[C:2]1[C:7]([C:8]([O:10][CH3:11])=[O:9])=[CH:6][N:5]=[C:4]([Cl:12])[CH:3]=1.[Cl:13][C:14]1[CH:20]=[CH:19][C:18]([CH3:21])=[CH:17][C:15]=1[NH2:16].Cl, predict the reaction product. The product is: [Cl:12][C:4]1[CH:3]=[C:2]([NH:16][C:15]2[CH:17]=[C:18]([CH3:21])[CH:19]=[CH:20][C:14]=2[Cl:13])[C:7]([C:8]([O:10][CH3:11])=[O:9])=[CH:6][N:5]=1. (2) The product is: [C:39]([C:38]1[CH:41]=[CH:42][C:35]([C:33]2[N:34]=[C:29]3[CH:28]=[CH:27][C:26]([C:6]4[CH:7]=[CH:8][C:3]([C:1]#[N:2])=[CH:4][CH:5]=4)=[CH:31][N:30]3[CH:32]=2)=[CH:36][CH:37]=1)#[N:40]. Given the reactants [C:1]([C:3]1[CH:8]=[CH:7][C:6](C2OC(C3N=C4C=CC(C#N)=CN4C=3)=CC=2)=[CH:5][CH:4]=1)#[N:2].Br[C:26]1[CH:27]=[CH:28][C:29]2[N:30]([CH:32]=[C:33]([C:35]3[CH:42]=[CH:41][C:38]([C:39]#[N:40])=[CH:37][CH:36]=3)[N:34]=2)[CH:31]=1, predict the reaction product. (3) Given the reactants [N+:1]([C:4]1[CH:22]=[CH:21][C:7]([CH2:8][C:9]([CH3:20])([C:15]([O:17][CH2:18][CH3:19])=[O:16])[C:10]([O:12][CH2:13][CH3:14])=[O:11])=[CH:6][CH:5]=1)([O-])=O.O.C(OCC)(=O)C.C(N(CC)CC)C, predict the reaction product. The product is: [NH2:1][C:4]1[CH:5]=[CH:6][C:7]([CH2:8][C:9]([CH3:20])([C:15]([O:17][CH2:18][CH3:19])=[O:16])[C:10]([O:12][CH2:13][CH3:14])=[O:11])=[CH:21][CH:22]=1. (4) The product is: [S:14]1[CH2:19][CH2:18][CH:17]([N:4]2[CH2:5][CH2:6][N:1]([C:7]([O:9][C:10]([CH3:13])([CH3:12])[CH3:11])=[O:8])[CH2:2][CH2:3]2)[CH2:16][CH2:15]1. Given the reactants [N:1]1([C:7]([O:9][C:10]([CH3:13])([CH3:12])[CH3:11])=[O:8])[CH2:6][CH2:5][NH:4][CH2:3][CH2:2]1.[S:14]1[CH2:19][CH2:18][C:17](=O)[CH2:16][CH2:15]1, predict the reaction product. (5) The product is: [N+:13]([C:5]1[CH:6]=[C:7]([CH:11]=[CH:12][C:4]=1[CH2:1][CH2:2][CH3:3])[C:8]([OH:10])=[O:9])([O-:15])=[O:14]. Given the reactants [CH2:1]([C:4]1[CH:12]=[CH:11][C:7]([C:8]([OH:10])=[O:9])=[CH:6][CH:5]=1)[CH2:2][CH3:3].[N+:13]([O-])([OH:15])=[O:14], predict the reaction product. (6) Given the reactants [Na].[F:2][C:3]([F:14])([F:13])[C:4]1[N:9]=[C:8]([C:10](=[NH:12])[NH2:11])[CH:7]=[CH:6][CH:5]=1.[C:15](OCC)(=[O:22])[CH2:16][C:17](OCC)=[O:18].Cl, predict the reaction product. The product is: [F:14][C:3]([F:13])([F:2])[C:4]1[N:9]=[C:8]([C:10]2[N:11]=[C:17]([OH:18])[CH:16]=[C:15]([OH:22])[N:12]=2)[CH:7]=[CH:6][CH:5]=1. (7) Given the reactants [CH3:1][C:2]1[N:7]=[C:6]([C:8]2[N:13]=[CH:12][C:11]3[CH:14]=[N:15][NH:16][C:10]=3[CH:9]=2)[CH:5]=[N:4][CH:3]=1.Br[C:18]1[N:23]=[C:22]([N:24]2[CH2:29][CH2:28][CH2:27][C@H:26]([NH:30][C:31](=[O:37])[O:32][C:33]([CH3:36])([CH3:35])[CH3:34])[CH2:25]2)[C:21]([O:38][CH3:39])=[N:20][CH:19]=1.CC1(C)C2C(=C(P(C3C=CC=CC=3)C3C=CC=CC=3)C=CC=2)OC2C(P(C3C=CC=CC=3)C3C=CC=CC=3)=CC=CC1=2.CC(C)([O-])C.[Na+], predict the reaction product. The product is: [CH3:39][O:38][C:21]1[C:22]([N:24]2[CH2:29][CH2:28][CH2:27][C@H:26]([NH:30][C:31](=[O:37])[O:32][C:33]([CH3:35])([CH3:34])[CH3:36])[CH2:25]2)=[N:23][C:18]([N:16]2[C:10]3[CH:9]=[C:8]([C:6]4[CH:5]=[N:4][CH:3]=[C:2]([CH3:1])[N:7]=4)[N:13]=[CH:12][C:11]=3[CH:14]=[N:15]2)=[CH:19][N:20]=1. (8) Given the reactants [OH:1][C:2]1[CH:3]=[C:4]([C:11]([OH:13])=[O:12])[CH:5]=[C:6]([CH:10]=1)[C:7]([OH:9])=[O:8].[Si:14](Cl)([C:17]([CH3:20])([CH3:19])[CH3:18])([CH3:16])[CH3:15].N1C=CN=C1.C(OCC)C, predict the reaction product. The product is: [Si:14]([O:1][C:2]1[CH:3]=[C:4]([C:11]([OH:13])=[O:12])[CH:5]=[C:6]([C:7]([OH:9])=[O:8])[CH:10]=1)([C:17]([CH3:20])([CH3:19])[CH3:18])([CH3:16])[CH3:15].